From a dataset of Catalyst prediction with 721,799 reactions and 888 catalyst types from USPTO. Predict which catalyst facilitates the given reaction. Reactant: [C:1]([CH:3]([C:7]1[CH:12]=[CH:11][C:10]([CH3:13])=[CH:9][C:8]=1[CH3:14])[C:4](=O)[CH3:5])#[N:2].O.[NH2:16][NH2:17].C(O)(=O)C. The catalyst class is: 11. Product: [NH2:2][C:1]1[NH:17][N:16]=[C:4]([CH3:5])[C:3]=1[C:7]1[CH:12]=[CH:11][C:10]([CH3:13])=[CH:9][C:8]=1[CH3:14].